This data is from Reaction yield outcomes from USPTO patents with 853,638 reactions. The task is: Predict the reaction yield, written as a fraction of the theoretical maximum amount of product (1.0 means a 100% yield; for example, 0.34 means a 34% yield). The reactants are C(=O)(OC(C)(C)C)[NH2:2].Br[C:10]1[C:11]([F:20])=[C:12]([CH:17]=[CH:18][CH:19]=1)[C:13]([O:15][CH3:16])=[O:14].C(Cl)(Cl)Cl.C(=O)([O-])[O-].[Cs+].[Cs+].N#N.C(O)(C(F)(F)F)=O. The catalyst is C1C=CC(/C=C/C(/C=C/C2C=CC=CC=2)=O)=CC=1.C1C=CC(/C=C/C(/C=C/C2C=CC=CC=2)=O)=CC=1.C1C=CC(/C=C/C(/C=C/C2C=CC=CC=2)=O)=CC=1.[Pd].[Pd].CC1(C)C2C(=C(P(C3C=CC=CC=3)C3C=CC=CC=3)C=CC=2)OC2C(P(C3C=CC=CC=3)C3C=CC=CC=3)=CC=CC1=2.C1(C)C=CC=CC=1. The product is [NH2:2][C:10]1[C:11]([F:20])=[C:12]([CH:17]=[CH:18][CH:19]=1)[C:13]([O:15][CH3:16])=[O:14]. The yield is 0.760.